Dataset: Full USPTO retrosynthesis dataset with 1.9M reactions from patents (1976-2016). Task: Predict the reactants needed to synthesize the given product. (1) Given the product [NH2:1][N:2]1[C:7]([C:8]([F:10])([F:9])[F:11])=[CH:6][C:5](=[O:12])[N:4]([C:13]2[CH:18]=[CH:17][C:16]([C:19]#[N:20])=[C:15]([OH:21])[CH:14]=2)[C:3]1=[O:23], predict the reactants needed to synthesize it. The reactants are: [NH2:1][N:2]1[C:7]([C:8]([F:11])([F:10])[F:9])=[CH:6][C:5](=[O:12])[N:4]([C:13]2[CH:18]=[CH:17][C:16]([C:19]#[N:20])=[C:15]([O:21]C)[CH:14]=2)[C:3]1=[O:23].Cl.[NH+]1C=CC=CC=1. (2) Given the product [CH3:12][N:13]([C:14]1[CH:15]=[CH:16][C:17]([NH:20][C:21]([NH:23][C:24]2[CH:29]=[CH:28][CH:27]=[CH:26][CH:25]=2)=[O:22])=[CH:18][CH:19]=1)[S:8]([C:4]1[S:5][C:6]([Cl:7])=[C:2]([Br:1])[CH:3]=1)(=[O:10])=[O:9], predict the reactants needed to synthesize it. The reactants are: [Br:1][C:2]1[CH:3]=[C:4]([S:8](Cl)(=[O:10])=[O:9])[S:5][C:6]=1[Cl:7].[CH3:12][NH:13][C:14]1[CH:19]=[CH:18][C:17]([NH:20][C:21]([NH:23][C:24]2[CH:29]=[CH:28][CH:27]=[CH:26][CH:25]=2)=[O:22])=[CH:16][CH:15]=1.CC1C=CC(NC(NC2C=CC=CC=2)=O)=C(N)C=1. (3) Given the product [C:7]([C:10]1[C:11]([O:20][CH3:21])=[C:12]([C:29]2[CH:28]=[CH:27][C:26]([C:24]([N:23]([CH3:35])[CH3:22])=[O:25])=[N:31][CH:30]=2)[C:13]([C:14]#[N:15])=[C:16]([Cl:18])[CH:17]=1)(=[O:9])[CH3:8], predict the reactants needed to synthesize it. The reactants are: C(=O)([O-])[O-].[Na+].[Na+].[C:7]([C:10]1[CH:17]=[C:16]([Cl:18])[C:13]([C:14]#[N:15])=[C:12](Br)[C:11]=1[O:20][CH3:21])(=[O:9])[CH3:8].[CH3:22][N:23]([CH3:35])[C:24]([C:26]1[N:31]=[CH:30][C:29](B(O)O)=[CH:28][CH:27]=1)=[O:25].N#N.ClCCl. (4) Given the product [N:5]1[C:4]2[NH:8][CH:9]=[CH:10][C:3]=2[C:2]([C:28]2[CH:27]=[N:26][N:25]([C:14]3([CH2:13][C:11]#[N:12])[CH2:15][N:16]([C:18]([O:20][C:21]([CH3:22])([CH3:23])[CH3:24])=[O:19])[CH2:17]3)[CH:29]=2)=[N:7][CH:6]=1, predict the reactants needed to synthesize it. The reactants are: Cl[C:2]1[C:3]2[CH:10]=[CH:9][NH:8][C:4]=2[N:5]=[CH:6][N:7]=1.[C:11]([CH2:13][C:14]1([N:25]2[CH:29]=[C:28](B3OC(C)(C)C(C)(C)O3)[CH:27]=[N:26]2)[CH2:17][N:16]([C:18]([O:20][C:21]([CH3:24])([CH3:23])[CH3:22])=[O:19])[CH2:15]1)#[N:12].[F-].[Cs+].C(O)(C)(C)C. (5) Given the product [CH:27]1([C@@H:22]([C:20]2[CH:19]=[CH:18][N:17]=[C:16]([O:15][CH2:14][CH:11]3[CH2:10][CH2:9][NH:8][CH2:13][CH2:12]3)[CH:21]=2)[CH2:23][C:24]([O:26][CH2:37][CH3:38])=[O:25])[CH2:28][CH2:29]1, predict the reactants needed to synthesize it. The reactants are: C(OC([N:8]1[CH2:13][CH2:12][CH:11]([CH2:14][O:15][C:16]2[CH:21]=[C:20]([C@H:22]([CH:27]3[CH2:29][CH2:28]3)[CH2:23][C:24]([OH:26])=[O:25])[CH:19]=[CH:18][N:17]=2)[CH2:10][CH2:9]1)=O)(C)(C)C.S(=O)(=O)(O)O.[OH-].[Na+].[CH2:37](O)[CH3:38].